Dataset: Forward reaction prediction with 1.9M reactions from USPTO patents (1976-2016). Task: Predict the product of the given reaction. Given the reactants [C:1]([C:5]1[CH:10]=[CH:9][C:8]([N:11]2[C:15](=[O:16])[C:14]([CH3:18])([CH3:17])[N:13]([CH2:19][C:20]3[CH:25]=[CH:24][N:23]4[O:26][C:27](=S)[N:28]=[C:22]4[CH:21]=3)[C:12]2=[O:30])=[CH:7][CH:6]=1)([CH3:4])([CH3:3])[CH3:2].[CH:31]1([NH2:37])[CH2:36][CH2:35][CH2:34][CH2:33][CH2:32]1, predict the reaction product. The product is: [C:1]([C:5]1[CH:10]=[CH:9][C:8]([N:11]2[C:15](=[O:16])[C:14]([CH3:18])([CH3:17])[N:13]([CH2:19][C:20]3[CH:25]=[CH:24][N:23]=[C:22]([NH:28][C:27]([NH:37][CH:31]4[CH2:36][CH2:35][CH2:34][CH2:33][CH2:32]4)=[O:26])[CH:21]=3)[C:12]2=[O:30])=[CH:7][CH:6]=1)([CH3:4])([CH3:3])[CH3:2].